Dataset: Peptide-MHC class I binding affinity with 185,985 pairs from IEDB/IMGT. Task: Regression. Given a peptide amino acid sequence and an MHC pseudo amino acid sequence, predict their binding affinity value. This is MHC class I binding data. The peptide sequence is SQELAELLEM. The MHC is HLA-A02:03 with pseudo-sequence HLA-A02:03. The binding affinity (normalized) is 0.0925.